This data is from Drug-target binding data from BindingDB using Kd measurements. The task is: Regression. Given a target protein amino acid sequence and a drug SMILES string, predict the binding affinity score between them. We predict pKd (pKd = -log10(Kd in M); higher means stronger binding). Dataset: bindingdb_kd. (1) The small molecule is Cc1cccc(N)c1N. The pKd is 2.2. The target protein (P15379) has sequence MDKFWWHTAWGLCLLQLSLAHQQIDLNVTCRYAGVFHVEKNGRYSISRTEAADLCQAFNSTLPTMDQMKLALSKGFETCRYGFIEGNVVIPRIHPNAICAANHTGVYILVTSNTSHYDTYCFNASAPPEEDCTSVTDLPNSFDGPVTITIVNRDGTRYSKKGEYRTHQEDIDASNIIDDDVSSGSTIEKSTPEGYILHTYLPTEQPTGDQDDSFFIRSTLATIASTVHSKSHAAAQKQNNWIWSWFGNSQSTTQTQEPTTSATTALMTTPETPPKRQEAQNWFSWLFQPSESKSHLHTTTKMPGTESNTNPTGWEPNEENEDETDTYPSFSGSGIDDDEDFISSTIATTPRVSARTEDNQDWTQWKPNHSNPEVLLQTTTRMADIDRISTSAHGENWTPEPQPPFNNHEYQDEEETPHATSTTPNSTAEAAATQQETWFQNGWQGKNPPTPSEDSHVTEGTTASAHNNHPSQRITTQSQEDVSWTDFFDPISHPMGQGHQ.... (2) The small molecule is CCOc1c2ccoc2c(OCC)c2oc(=O)ccc12. The target protein (P48547) has sequence MGQGDESERIVINVGGTRHQTYRSTLRTLPGTRLAWLAEPDAHSHFDYDPRADEFFFDRHPGVFAHILNYYRTGKLHCPADVCGPLYEEELAFWGIDETDVEPCCWMTYRQHRDAEEALDSFGGAPLDNSADDADADGPGDSGDGEDELEMTKRLALSDSPDGRPGGFWRRWQPRIWALFEDPYSSRYARYVAFASLFFILVSITTFCLETHERFNPIVNKTEIENVRNGTQVRYYREAETEAFLTYIEGVCVVWFTFEFLMRVIFCPNKVEFIKNSLNIIDFVAILPFYLEVGLSGLSSKAAKDVLGFLRVVRFVRILRIFKLTRHFVGLRVLGHTLRASTNEFLLLIIFLALGVLIFATMIYYAERIGAQPNDPSASEHTHFKNIPIGFWWAVVTMTTLGYGDMYPQTWSGMLVGALCALAGVLTIAMPVPVIVNNFGMYYSLAMAKQKLPKKKKKHIPRPPQLGSPNYCKSVVNSPHHSTQSDTCPLAQEEILEINR.... The pKd is 3.8. (3) The small molecule is C=CC1=C(C)c2cc3[n-]c(cc4[n-]c(cc5nc(cc1n2)C(C)=C5C=C)c(C)c4CCC(=O)O)c(CCC(=O)O)c3C. The target protein sequence is HHHHHHHHMLARALLLCAVLALSHTANPCCSHPCQNRGVCMSVGFDQYKCDCTRTGFYGENCSTPEFLTRIKLFLKPTPNTVHYILTHFKGFWNVVNNIPFLRNAIMSYVLTSRSHLIDSPPTYNADYGYKSWEAFSNLSYYTRALPPVPDDCPTPLGVKGKKQLPDSNEIVEKLLLRRKFIPDPQGSNMMFAFFAQHFTHQFFKTDHKRGPAFTNGLGHGVDLNHIYGETLARQRKLRLFKDGKMKYQIIDGEMYPPTVKDTQAEMIYPPQVPEHLRFAVGQEVFGLVPGLMMYATIWLREHNRVCDVLKQEHPEWGDEQLFQTSRLILIGETIKIVIEDYVQHLSGYHFKLKFDPELLFNKQFQYQNRIAAEFNTLYHWHPLLPDTFQIHDQKYNYQQFIYNNSILLEHGITQFVESFTRQIAGRVAGGRNVPPAVQKVSQASIDQSRQMKYQSFNEYRKRFMLKPYESFEELTGEKEMSAELEALYGDIDAVELYPA.... The pKd is 6.7. (4) The target protein sequence is NPPPPETSNPNKPKRQTNQLQYLLRVVLKTLWKHQFAWPFQQPVDAVKLNLPDYYKIIKTPMDMGTIKKRLENNYYWNAQECIQDFNTMFTNCYIYAKPGDDIVLMAEALEKLFLQKINELPT. The small molecule is Cc1sc2c(c1C)C(c1ccc(Cl)cc1)=N[C@@H](CC(=O)OC(C)(C)C)c1nnc(C)n1-2. The pKd is 6.3. (5) The small molecule is Nc1ccc2ccccc2n1. The target protein (Q8CFK4) has sequence MNFNTILEEILIKRSQQKKKTSPLNYKERLFVLTKSVLSYYEGRAEKKYRKGVIDISKIKCVEIVKNDDGVIPCQNKFPFQVVHDANTLYIFAPSPQSRDRWVKKLKEEIKNNNNIMIKYHPKFWADGSYQCCRQTEKLAPGCEKYNLFESSIRKTLPPAPEIKKRRPPPPIPPEEENTEEIVVAMYDFQATEAHDLRLERGQEYIILEKNDLHWWRARDKYGWYCRNTNRSKAEQLLRTEDKEGGFMVRDSSQPGLYTVSLYTKFGGEGSSGFRHYHIKETATSPKKYYLAEKHAFGSIPEIIEYHKHNAAGLVTRLRYPVSTKGKNAPTTAGFSYDKWEINPSELTFMRELGSGLFGVVRLGKWRAQYKVAIKAIREGAMCEEDFIEEAKVMMKLTHPKLVQLYGVCTQQKPIYIVTEFMERGCLLNFLRQRQGHFSRDMLLSMCQDVCEGMEYLERNSFIHRDLAARNCLVNEAGVVKVSDFGMARYVLDDQYTSSS.... The pKd is 3.9. (6) The pKd is 8.2. The target protein sequence is MKRVITLFAVLLMGWSVNDWSFACKTANGTAIPIGGGSANVYVNLAPVVNVGQNLVVDLSTQIFCHNDYPETITDYVTLQRGSAYGGVLSNFSGTVKYSGSSYPFPTTSETPRVVYNSRTDKPWPVALYLTPVSSAGGVAIKAGSLIAVLILRQTNNYNSDDFQFVWNIYANNDVVVPTGGCDVSARDVTVTLPDYPGSVPIPLTVYCAKSQNLGYYLSGTTADAGNSIFTNTASFSPAQGVGVQLTRNGTIIPANNTVSLGAVGTSAVSLGLTANYARTGGQVTAGNVQSIIGVTFVYQ. The drug is CCCCCCCOC1OC(CO)C(O)C(O)C1O.